This data is from Catalyst prediction with 721,799 reactions and 888 catalyst types from USPTO. The task is: Predict which catalyst facilitates the given reaction. (1) Reactant: [Cl:1][C:2]1[CH:7]=[CH:6][C:5]([C:8]2[CH:9]=[N:10][CH:11]=[C:12]3[C:17]=2[N:16]=[C:15]([C:18]([OH:20])=O)[CH:14]=[CH:13]3)=[CH:4][CH:3]=1.C(N(CC)C(C)C)(C)C.F[P-](F)(F)(F)(F)F.N1(OC(N(C)C)=[N+](C)C)C2N=CC=CC=2N=N1.[CH3:54][S:55]([CH2:58][CH2:59][NH2:60])(=[O:57])=[O:56]. Product: [Cl:1][C:2]1[CH:3]=[CH:4][C:5]([C:8]2[CH:9]=[N:10][CH:11]=[C:12]3[C:17]=2[N:16]=[C:15]([C:18]([NH:60][CH2:59][CH2:58][S:55]([CH3:54])(=[O:57])=[O:56])=[O:20])[CH:14]=[CH:13]3)=[CH:6][CH:7]=1. The catalyst class is: 9. (2) The catalyst class is: 462. Reactant: [CH3:1][O:2][C:3]1[CH:37]=[C:36]([O:38][CH3:39])[CH:35]=[CH:34][C:4]=1[CH2:5][N:6]([C:29]1[S:33][N:32]=[CH:31][N:30]=1)[S:7]([C:10]1[CH:18]=[C:17]2[C:13]([C:14](B3OC(C)(C)C(C)(C)O3)=[CH:15][N:16]2[CH3:19])=[CH:12][CH:11]=1)(=[O:9])=[O:8].[Br:40][C:41]1[CH:46]=[C:45]([C:47]([F:50])([F:49])[F:48])[CH:44]=[CH:43][C:42]=1I.P([O-])([O-])([O-])=O.[K+].[K+].[K+]. Product: [Br:40][C:41]1[CH:46]=[C:45]([C:47]([F:48])([F:49])[F:50])[CH:44]=[CH:43][C:42]=1[C:14]1[C:13]2[C:17](=[CH:18][C:10]([S:7]([N:6]([CH2:5][C:4]3[CH:34]=[CH:35][C:36]([O:38][CH3:39])=[CH:37][C:3]=3[O:2][CH3:1])[C:29]3[S:33][N:32]=[CH:31][N:30]=3)(=[O:8])=[O:9])=[CH:11][CH:12]=2)[N:16]([CH3:19])[CH:15]=1. (3) Reactant: [C:1]1([S:7]([N:10]2[C:14]3=[N:15][CH:16]=[C:17]([N+:20]([O-:22])=[O:21])[C:18](Cl)=[C:13]3[CH:12]=[CH:11]2)(=[O:9])=[O:8])[CH:6]=[CH:5][CH:4]=[CH:3][CH:2]=1.[CH2:23]([N:25]1[CH2:30][CH2:29][C@@H:28]([NH2:31])[C@@H:27]([F:32])[CH2:26]1)[CH3:24].C(N(C(C)C)CC)(C)C. Product: [C:1]1([S:7]([N:10]2[C:14]3=[N:15][CH:16]=[C:17]([N+:20]([O-:22])=[O:21])[C:18]([NH:31][C@@H:28]4[CH2:29][CH2:30][N:25]([CH2:23][CH3:24])[CH2:26][C@@H:27]4[F:32])=[C:13]3[CH:12]=[CH:11]2)(=[O:9])=[O:8])[CH:6]=[CH:5][CH:4]=[CH:3][CH:2]=1. The catalyst class is: 41. (4) Reactant: C([O:4][C@@H:5]1[C@@H:10]([O:11]C(=O)C)[C@H:9]([O:15]C(=O)C)[C@@H:8]([C:19]([O:21]C)=[O:20])[O:7][C@H:6]1[O:23][C:24]1[CH:32]=[C:31]2[C:27]([C@H:28]([CH2:71][Cl:72])[CH2:29][N:30]2[C:33](=[O:70])[CH2:34][CH2:35][CH2:36][C:37]([N:39]2[C:47]3[C:42](=[C:43]4[C:66]([CH3:67])=[CH:65][S:64][C:44]4=[C:45]([O:48][C:49](=[O:63])[N:50]([CH2:52][CH2:53][N:54]([C:56]([O:58][C:59]([CH3:62])([CH3:61])[CH3:60])=[O:57])[CH3:55])[CH3:51])[CH:46]=3)[C@H:41]([CH2:68][Cl:69])[CH2:40]2)=[O:38])=[C:26]2[C:73]([CH3:76])=[CH:74][S:75][C:25]=12)(=O)C.O[Li].O.C(O)(=O)C. Product: [C:59]([O:58][C:56]([N:54]([CH3:55])[CH2:53][CH2:52][N:50]([CH3:51])[C:49]([O:48][C:45]1[CH:46]=[C:47]2[C:42]([C@H:41]([CH2:68][Cl:69])[CH2:40][N:39]2[C:37](=[O:38])[CH2:36][CH2:35][CH2:34][C:33]([N:30]2[C:31]3[C:27](=[C:26]4[C:73]([CH3:76])=[CH:74][S:75][C:25]4=[C:24]([O:23][C@@H:6]4[O:7][C@H:8]([C:19]([OH:21])=[O:20])[C@@H:9]([OH:15])[C@H:10]([OH:11])[C@H:5]4[OH:4])[CH:32]=3)[C@H:28]([CH2:71][Cl:72])[CH2:29]2)=[O:70])=[C:43]2[C:66]([CH3:67])=[CH:65][S:64][C:44]=12)=[O:63])=[O:57])([CH3:62])([CH3:61])[CH3:60]. The catalyst class is: 87. (5) Reactant: [C:1]([C:5]1[N:10]=[C:9]([N:11]2[CH2:16][CH2:15][N:14]([CH2:17][CH2:18][CH2:19][CH2:20][NH:21][C:22]([C:24]3[N:25]=[C:26]4[CH:31]=[CH:30][CH:29]=[C:28]([CH2:32]O)[N:27]4[CH:34]=3)=[O:23])[CH2:13][CH2:12]2)[CH:8]=[C:7]([C:35]([F:38])([F:37])[F:36])[N:6]=1)([CH3:4])([CH3:3])[CH3:2].[CH2:39]([N:41](CC)[CH2:42]C)C.CS(Cl)(=O)=O.CNC. Product: [C:1]([C:5]1[N:10]=[C:9]([N:11]2[CH2:16][CH2:15][N:14]([CH2:17][CH2:18][CH2:19][CH2:20][NH:21][C:22]([C:24]3[N:25]=[C:26]4[CH:31]=[CH:30][CH:29]=[C:28]([CH2:32][N:41]([CH3:42])[CH3:39])[N:27]4[CH:34]=3)=[O:23])[CH2:13][CH2:12]2)[CH:8]=[C:7]([C:35]([F:36])([F:38])[F:37])[N:6]=1)([CH3:2])([CH3:4])[CH3:3]. The catalyst class is: 4. (6) Reactant: [CH:1]1(B(O)O)[CH2:3][CH2:2]1.C1(P(C2CCCCC2)C2CCCCC2)CCCCC1.P([O-])([O-])([O-])=O.[K+].[K+].[K+].Br[C:35]1[CH:36]=[CH:37][C:38]([C:41]([O:43][C:44]([CH3:47])([CH3:46])[CH3:45])=[O:42])=[N:39][CH:40]=1. The catalyst class is: 498. Product: [CH:1]1([C:35]2[CH:36]=[CH:37][C:38]([C:41]([O:43][C:44]([CH3:47])([CH3:46])[CH3:45])=[O:42])=[N:39][CH:40]=2)[CH2:3][CH2:2]1. (7) Reactant: C(=O)([O-])[O-].[K+].[K+].Cl.[C:8](=[NH:12])([NH2:11])[CH2:9][CH3:10].[Cl:13][C:14]1[CH:15]=[C:16]([CH:30]=[CH:31][C:32]=1[C:33]([F:36])([F:35])[F:34])[CH2:17][CH:18]([C:24](=O)[C:25]([F:28])([F:27])[F:26])[C:19](OCC)=[O:20]. Product: [Cl:13][C:14]1[CH:15]=[C:16]([CH:30]=[CH:31][C:32]=1[C:33]([F:34])([F:35])[F:36])[CH2:17][C:18]1[C:19](=[O:20])[NH:12][C:8]([CH2:9][CH3:10])=[N:11][C:24]=1[C:25]([F:27])([F:28])[F:26]. The catalyst class is: 12.